This data is from Full USPTO retrosynthesis dataset with 1.9M reactions from patents (1976-2016). The task is: Predict the reactants needed to synthesize the given product. Given the product [CH2:1]([O:3][C:4](=[O:19])[CH2:5][C:6]1[NH:11][C:10]2[CH:12]=[CH:13][C:14]([NH2:16])=[CH:15][C:9]=2[S:8][CH:7]=1)[CH3:2], predict the reactants needed to synthesize it. The reactants are: [CH2:1]([O:3][C:4](=[O:19])[CH2:5][C:6]1[NH:11][C:10]2[CH:12]=[CH:13][C:14]([N+:16]([O-])=O)=[CH:15][C:9]=2[S:8][CH:7]=1)[CH3:2].[Sn](Cl)Cl.Cl.